This data is from Experimentally validated miRNA-target interactions with 360,000+ pairs, plus equal number of negative samples. The task is: Binary Classification. Given a miRNA mature sequence and a target amino acid sequence, predict their likelihood of interaction. (1) The miRNA is hsa-miR-1825 with sequence UCCAGUGCCCUCCUCUCC. The protein sequence of the target gene is MGASSSSALARLGLPARPWPRWLGVAALGLAAVALGTVAWRRAWPRRRRRLQQVGTVAKLWIYPVKSCKGVPVSEAECTAMGLRSGNLRDRFWLVIKEDGHMVTARQEPRLVLISIIYENNCLIFRAPDMDQLVLPSKQPSSNKLHNCRIFGLDIKGRDCGNEAAKWFTNFLKTEAYRLVQFETNMKGRTSRKLLPTLDQNFQVAYPDYCPLLIMTDASLVDLNTRMEKKMKMENFRPNIVVTGCDAFEEDTWDELLIGSVEVKKVMACPRCILTTVDPDTGVIDRKQPLDTLKSYRLCD.... Result: 0 (no interaction). (2) The miRNA is hsa-miR-3180-5p with sequence CUUCCAGACGCUCCGCCCCACGUCG. The protein sequence of the target gene is MAALRALCGFRGVAAQVLRPGAGVRLPIQPSRGVRQWQPDVEWAQQFGGAVMYPSKETAHWKPPPWNDVDPPKDTIVKNITLNFGPQHPAAHGVLRLVMELSGEMVRKCDPHIGLLHRGTEKLIEYKTYLQALPYFDRLDYVSMMCNEQAYSLAVEKLLNIRPPPRAQWIRVLFGEITRLLNHIMAVTTHALDLGAMTPFFWLFEEREKMFEFYERVSGARMHAAYIRPGGVHQDLPLGLMDDIYQFSKNFSLRLDELEELLTNNRIWRNRTIDIGVVTAEEALNYGFSGVMLRGSGIQW.... Result: 1 (interaction). (3) The miRNA is mmu-miR-466i-5p with sequence UGUGUGUGUGUGUGUGUGUG. The protein sequence of the target gene is MAVAAAAAAAGPAGAGGGRAQRSGLLEVLVRDRWHKVLVNLSEDALVLSSEEGAAAYNGIGTATNGSFCRGAGAGHPGAGGAQPPDSPAGVRTAFTDLPEQVPESISNQKRGVKVLKQELGGLGISIKGGKENKMPILISKIFKGLAADQTQALYVGDAILSVNGADLRDATHDEAVQALKRAGKEVLLEVKYMREATPYVKKGSPVSEIGWETPPPESPRLGGSTSDPPSSQSFSFHRDRKSIPLKMCYVTRSMALADPENRQLEIHSPDAKHTVILRSKDSATAQAWFSAIHSNVNDL.... Result: 0 (no interaction). (4) The miRNA is hsa-miR-4454 with sequence GGAUCCGAGUCACGGCACCA. The protein sequence of the target gene is MGGEAGCAAAVGAEGRVKSLGLVFEDERKGCYSSGETVAGHVLLEASEPVALRALRLEAQGRATAAWGPSTCPRASASTAALAVFSEVEYLNVRLSLREPPAGEGIILLQPGKHEFPFRFQLPSEPLVTSFTGKYGSIQYCVRAVLERPKVPDQSVKRELQVVSHVDVNTPALLTPVLKTQEKMVGCWFFTSGPVSLSAKIERKGYCNGEAIPIYAEIENCSSRLIVPKAAIFQTQTYLASGKTKTIRHMVANVRGNHIASGSTDTWNGKTLKIPPVTPSILDCCIIRVDYSLAVYIHIP.... Result: 0 (no interaction).